This data is from Reaction yield outcomes from USPTO patents with 853,638 reactions. The task is: Predict the reaction yield, written as a fraction of the theoretical maximum amount of product (1.0 means a 100% yield; for example, 0.34 means a 34% yield). (1) The reactants are Cl[C:2]1[C:7]([N:8]2[CH2:13][CH2:12][NH:11][CH2:10][CH2:9]2)=[N:6][CH:5]=[CH:4][N:3]=1.[CH3:14][O:15][C:16]1[CH:23]=[CH:22][C:19]([CH2:20][OH:21])=[CH:18][CH:17]=1. No catalyst specified. The product is [CH3:14][O:15][C:16]1[CH:23]=[CH:22][C:19]([CH2:20][O:21][C:2]2[C:7]([N:8]3[CH2:13][CH2:12][NH:11][CH2:10][CH2:9]3)=[N:6][CH:5]=[CH:4][N:3]=2)=[CH:18][CH:17]=1. The yield is 0.720. (2) The reactants are [C:1]([N:4]1[C:13]2[C:8](=[CH:9][C:10]([C:14]3[N:15]=[N:16][N:17]([CH2:19][CH2:20][O:21][Si](C(C)(C)C)(C)C)[CH:18]=3)=[CH:11][CH:12]=2)[C@H:7]([NH2:29])[CH2:6][C@@H:5]1[CH3:30])(=[O:3])[CH3:2].Cl[C:32]1[CH:37]=[C:36]([CH3:38])[CH:35]=[CH:34][N:33]=1.CC(C)([O-])C.[Na+].C1(P(C2CCCCC2)C2C=CC=CC=2C2C(N(C)C)=CC=CC=2)CCCCC1. The catalyst is C1(C)C=CC=CC=1.C1C=CC(/C=C/C(/C=C/C2C=CC=CC=2)=O)=CC=1.C1C=CC(/C=C/C(/C=C/C2C=CC=CC=2)=O)=CC=1.C1C=CC(/C=C/C(/C=C/C2C=CC=CC=2)=O)=CC=1.[Pd].[Pd]. The product is [C:1]([N:4]1[C:13]2[C:8](=[CH:9][C:10]([C:14]3[N:15]=[N:16][N:17]([CH2:19][CH2:20][OH:21])[CH:18]=3)=[CH:11][CH:12]=2)[C@H:7]([NH:29][C:32]2[CH:37]=[C:36]([CH3:38])[CH:35]=[CH:34][N:33]=2)[CH2:6][C@@H:5]1[CH3:30])(=[O:3])[CH3:2]. The yield is 0.170.